This data is from NCI-60 drug combinations with 297,098 pairs across 59 cell lines. The task is: Regression. Given two drug SMILES strings and cell line genomic features, predict the synergy score measuring deviation from expected non-interaction effect. (1) Drug 1: COC1=CC(=CC(=C1O)OC)C2C3C(COC3=O)C(C4=CC5=C(C=C24)OCO5)OC6C(C(C7C(O6)COC(O7)C8=CC=CS8)O)O. Drug 2: C(=O)(N)NO. Cell line: K-562. Synergy scores: CSS=50.7, Synergy_ZIP=7.80, Synergy_Bliss=9.38, Synergy_Loewe=-61.9, Synergy_HSA=8.81. (2) Drug 1: COC1=NC(=NC2=C1N=CN2C3C(C(C(O3)CO)O)O)N. Drug 2: C(CN)CNCCSP(=O)(O)O. Cell line: OVCAR-5. Synergy scores: CSS=-2.36, Synergy_ZIP=0.685, Synergy_Bliss=-0.847, Synergy_Loewe=-3.38, Synergy_HSA=-2.74. (3) Drug 1: C1=NC2=C(N1)C(=S)N=C(N2)N. Drug 2: CC12CCC3C(C1CCC2O)C(CC4=C3C=CC(=C4)O)CCCCCCCCCS(=O)CCCC(C(F)(F)F)(F)F. Cell line: U251. Synergy scores: CSS=19.5, Synergy_ZIP=-8.59, Synergy_Bliss=-5.04, Synergy_Loewe=-9.02, Synergy_HSA=-4.70. (4) Drug 1: CCC1=CC2CC(C3=C(CN(C2)C1)C4=CC=CC=C4N3)(C5=C(C=C6C(=C5)C78CCN9C7C(C=CC9)(C(C(C8N6C)(C(=O)OC)O)OC(=O)C)CC)OC)C(=O)OC.C(C(C(=O)O)O)(C(=O)O)O. Drug 2: C1CNP(=O)(OC1)N(CCCl)CCCl. Cell line: EKVX. Synergy scores: CSS=19.9, Synergy_ZIP=0.727, Synergy_Bliss=0.316, Synergy_Loewe=-44.8, Synergy_HSA=-1.67.